Dataset: Full USPTO retrosynthesis dataset with 1.9M reactions from patents (1976-2016). Task: Predict the reactants needed to synthesize the given product. Given the product [Br:2][C:3]1[CH:4]=[C:5]([C:8]2[N:12]=[C:11]([C@H:13]3[CH2:18][CH2:17][CH2:16][N:15]([C:24]([C:23]4[CH:22]=[N:21][C:20]([F:19])=[CH:28][CH:27]=4)=[O:25])[CH2:14]3)[O:10][N:9]=2)[NH:6][CH:7]=1, predict the reactants needed to synthesize it. The reactants are: Cl.[Br:2][C:3]1[CH:4]=[C:5]([C:8]2[N:12]=[C:11]([C@H:13]3[CH2:18][CH2:17][CH2:16][NH:15][CH2:14]3)[O:10][N:9]=2)[NH:6][CH:7]=1.[F:19][C:20]1[CH:28]=[CH:27][C:23]([C:24](O)=[O:25])=[CH:22][N:21]=1.